Dataset: Full USPTO retrosynthesis dataset with 1.9M reactions from patents (1976-2016). Task: Predict the reactants needed to synthesize the given product. Given the product [Cl:14][C:7]1[CH:8]=[C:9]2[C:4](=[CH:5][C:6]=1[F:15])[NH:3][C:2](=[O:16])[C:11]([CH:12]=[O:13])=[CH:10]2, predict the reactants needed to synthesize it. The reactants are: Cl[C:2]1[C:11]([CH:12]=[O:13])=[CH:10][C:9]2[C:4](=[CH:5][C:6]([F:15])=[C:7]([Cl:14])[CH:8]=2)[N:3]=1.[OH2:16].